This data is from Full USPTO retrosynthesis dataset with 1.9M reactions from patents (1976-2016). The task is: Predict the reactants needed to synthesize the given product. (1) Given the product [CH2:1]([O:3][C:4](=[O:23])[C:5]1[CH:10]=[CH:9][CH:8]=[C:7]([S:11][C:12]2[C:20]3[C:15](=[CH:16][C:17]([Cl:21])=[CH:18][CH:19]=3)[N:14]([C:25]3[CH:26]=[N:27][N:28]([CH2:30][CH2:31][CH3:32])[CH:29]=3)[C:13]=2[CH3:22])[CH:6]=1)[CH3:2], predict the reactants needed to synthesize it. The reactants are: [CH2:1]([O:3][C:4](=[O:23])[C:5]1[CH:10]=[CH:9][CH:8]=[C:7]([S:11][C:12]2[C:20]3[C:15](=[CH:16][C:17]([Cl:21])=[CH:18][CH:19]=3)[NH:14][C:13]=2[CH3:22])[CH:6]=1)[CH3:2].Br[C:25]1[CH:26]=[N:27][N:28]([CH2:30][CH2:31][CH3:32])[CH:29]=1. (2) Given the product [CH2:28]([O:27][C:25]([CH:24]1[CH2:30][CH2:31][N:21]([C:16]2[CH:17]=[CH:18][C:13]([C:12](=[O:20])[NH:11][C:8]3[CH:9]=[CH:10][C:5]([C:1]([CH3:4])([CH3:3])[CH3:2])=[CH:6][CH:7]=3)=[CH:14][N:15]=2)[CH2:22][CH2:23]1)=[O:26])[CH3:29], predict the reactants needed to synthesize it. The reactants are: [C:1]([C:5]1[CH:10]=[CH:9][C:8]([NH:11][C:12](=[O:20])[C:13]2[CH:18]=[CH:17][C:16](Cl)=[N:15][CH:14]=2)=[CH:7][CH:6]=1)([CH3:4])([CH3:3])[CH3:2].[NH:21]1[CH2:31][CH2:30][CH:24]([C:25]([O:27][CH2:28][CH3:29])=[O:26])[CH2:23][CH2:22]1.C(OC(C1CCN(C2C=CC(C(=O)NC3C=CC(C)=C(I)C=3)=CN=2)CC1)=O)C. (3) Given the product [NH2:10][C@@H:7]([CH2:8][CH3:9])[C:6]([NH:5][CH2:1][CH:2]([CH3:3])[CH3:4])=[O:18], predict the reactants needed to synthesize it. The reactants are: [CH2:1]([NH:5][C:6](=[O:18])[C@@H:7]([NH:10]C(=O)OC(C)(C)C)[CH2:8][CH3:9])[CH:2]([CH3:4])[CH3:3]. (4) The reactants are: C([Cl:4])(=O)C.CS[C:7]1[CH:31]=[CH:30][C:10]([CH2:11][C:12]2[N:16]=[C:15]([CH:17]3[CH2:22][CH2:21][N:20](C(OC(C)(C)C)=O)[CH2:19][CH2:18]3)[O:14][N:13]=2)=[CH:9][CH:8]=1. Given the product [ClH:4].[CH2:11]([C:12]1[N:16]=[C:15]([CH:17]2[CH2:22][CH2:21][NH:20][CH2:19][CH2:18]2)[O:14][N:13]=1)[C:10]1[CH:9]=[CH:8][CH:7]=[CH:31][CH:30]=1, predict the reactants needed to synthesize it. (5) Given the product [Br:1][C:2]1[CH:11]=[C:10]2[C:5]([C:6](=[O:12])[NH:7][CH:8]=[N:9]2)=[CH:4][C:3]=1[N+:13]([O-:15])=[O:14], predict the reactants needed to synthesize it. The reactants are: [Br:1][C:2]1[CH:11]=[C:10]2[C:5]([C:6](=[O:12])[NH:7][CH:8]=[N:9]2)=[CH:4][CH:3]=1.[N+:13]([O-])([OH:15])=[O:14]. (6) Given the product [Cl:1][C:2]1[N:3]=[N:4][C:5]([C:13]2[CH:12]=[N:11][N:10]([CH3:9])[CH:14]=2)=[CH:6][CH:7]=1, predict the reactants needed to synthesize it. The reactants are: [Cl:1][C:2]1[N:3]=[N:4][C:5](Cl)=[CH:6][CH:7]=1.[CH3:9][N:10]1[CH:14]=[C:13](B2OC(C)(C)C(C)(C)O2)[CH:12]=[N:11]1.C([O-])([O-])=O.[Na+].[Na+].C([O-])([O-])=O.[K+].[K+].